The task is: Predict the product of the given reaction.. This data is from Forward reaction prediction with 1.9M reactions from USPTO patents (1976-2016). (1) Given the reactants C(OC([N:8]1[CH2:12][C:11](=[N:13][O:14][C:15]([CH3:18])([CH3:17])[CH3:16])[CH2:10][C@H:9]1[C:19]([OH:21])=O)=O)(C)(C)C.[N:22]1([C:27]2[CH:32]=[CH:31][CH:30]=[CH:29][C:28]=2[NH2:33])[CH:26]=[CH:25][CH:24]=[CH:23]1, predict the reaction product. The product is: [C:15]([O:14][N:13]=[C:11]1[CH2:12][NH:8][C@H:9]([C:19]([NH:33][C:28]2[CH:29]=[CH:30][CH:31]=[CH:32][C:27]=2[N:22]2[CH:26]=[CH:25][CH:24]=[CH:23]2)=[O:21])[CH2:10]1)([CH3:16])([CH3:17])[CH3:18]. (2) Given the reactants Cl[CH2:2][C:3]([NH:5][C:6]1[CH:11]=[CH:10][C:9]([O:12]C)=[CH:8][CH:7]=1)=[O:4].[Cl-].[Cl-].[Cl-].[Al+3], predict the reaction product. The product is: [OH:12][C:9]1[CH:8]=[C:7]2[C:6](=[CH:11][CH:10]=1)[NH:5][C:3](=[O:4])[CH2:2]2. (3) Given the reactants S(C1C=CC(C)=CC=1)([O-])(=O)=O.[CH2:12]([P+:16]([CH2:22][CH:23]([CH3:25])[CH3:24])([CH2:18][CH:19]([CH3:21])[CH3:20])[CH3:17])[CH:13]([CH3:15])[CH3:14].[C:26]([O-:35])(=[O:34])[CH2:27][CH2:28][CH2:29][CH2:30][CH2:31][CH2:32][CH3:33].[Na+], predict the reaction product. The product is: [C:26]([O-:35])(=[O:34])[CH2:27][CH2:28][CH2:29][CH2:30][CH2:31][CH2:32][CH3:33].[CH2:22]([P+:16]([CH2:12][CH:13]([CH3:15])[CH3:14])([CH2:18][CH:19]([CH3:21])[CH3:20])[CH3:17])[CH:23]([CH3:25])[CH3:24]. (4) Given the reactants [CH3:1][S:2]([N:5]1[CH2:10][CH2:9][CH:8]([NH:11]C(=O)OC(C)(C)C)[CH2:7][CH2:6]1)(=[O:4])=[O:3].C(O)(C(F)(F)F)=O, predict the reaction product. The product is: [CH3:1][S:2]([N:5]1[CH2:6][CH2:7][CH:8]([NH2:11])[CH2:9][CH2:10]1)(=[O:4])=[O:3]. (5) Given the reactants [Cl:1][C:2]1[C:7]([F:8])=[C:6]([CH2:9][CH3:10])[N:5]=[CH:4][N:3]=1.N(C(C)(C)C#N)=NC(C)(C)C#N.[Br:23]N1C(=O)CCC1=O.S(S([O-])=O)([O-])(=O)=O.[Na+].[Na+], predict the reaction product. The product is: [Br:23][CH:9]([C:6]1[N:5]=[CH:4][N:3]=[C:2]([Cl:1])[C:7]=1[F:8])[CH3:10]. (6) The product is: [CH3:18][O:17][C:13]1[CH:12]=[C:11]([CH:16]=[CH:15][CH:14]=1)[CH2:10][N:8]([CH3:9])[C:4]1[CH:3]=[C:2]([C:24]2[CH:25]=[C:20]([OH:19])[CH:21]=[CH:22][CH:23]=2)[CH:7]=[N:6][CH:5]=1. Given the reactants Br[C:2]1[CH:3]=[C:4]([N:8]([CH2:10][C:11]2[CH:16]=[CH:15][CH:14]=[C:13]([O:17][CH3:18])[CH:12]=2)[CH3:9])[CH:5]=[N:6][CH:7]=1.[OH:19][C:20]1[CH:21]=[C:22](B(O)O)[CH:23]=[CH:24][CH:25]=1.C([O-])(O)=O.[Na+].C1(P(C2C=CC=CC=2)C2C=CC=CC=2)C=CC=CC=1, predict the reaction product. (7) Given the reactants [CH3:1][O:2][C:3]1[CH:4]=[C:5]2[C:10](=[CH:11][C:12]=1[O:13][CH3:14])[N:9]=[CH:8][CH:7]=[C:6]2[O:15][C:16]1[CH:22]=[CH:21][C:19]([NH2:20])=[C:18]([CH3:23])[C:17]=1[CH3:24].C(N(CC)CC)C.ClC(Cl)(O[C:36](=[O:42])OC(Cl)(Cl)Cl)Cl.[NH2:44][C:45]1[S:46][C:47]([C:50]([CH3:53])([CH3:52])[CH3:51])=[N:48][N:49]=1, predict the reaction product. The product is: [C:50]([C:47]1[S:46][C:45]([NH:44][C:36]([NH:20][C:19]2[CH:21]=[CH:22][C:16]([O:15][C:6]3[C:5]4[C:10](=[CH:11][C:12]([O:13][CH3:14])=[C:3]([O:2][CH3:1])[CH:4]=4)[N:9]=[CH:8][CH:7]=3)=[C:17]([CH3:24])[C:18]=2[CH3:23])=[O:42])=[N:49][N:48]=1)([CH3:53])([CH3:52])[CH3:51]. (8) The product is: [F:16][C:17]1[CH:18]=[C:19]([NH:33][C:2]([NH:3][C:13](=[O:14])[CH2:12][C:9]2[CH:10]=[CH:11][C:6]([F:5])=[CH:7][CH:8]=2)=[S:1])[CH:20]=[CH:21][C:22]=1[O:23][C:24]1[C:29]2=[CH:30][CH:31]=[CH:32][N:28]2[N:27]=[CH:26][N:25]=1. Given the reactants [S-:1][C:2]#[N:3].[Na+].[F:5][C:6]1[CH:11]=[CH:10][C:9]([CH2:12][C:13](Cl)=[O:14])=[CH:8][CH:7]=1.[F:16][C:17]1[CH:18]=[C:19]([NH2:33])[CH:20]=[CH:21][C:22]=1[O:23][C:24]1[C:29]2=[CH:30][CH:31]=[CH:32][N:28]2[N:27]=[CH:26][N:25]=1, predict the reaction product. (9) Given the reactants Cl.[Cl:2][C:3]1[C:7]([Cl:8])=[C:6]([CH3:9])[NH:5][C:4]=1[C:10]([NH:12][CH:13]1[CH2:18][CH2:17][NH:16][CH2:15][CH2:14]1)=[O:11].Br[C:20]1[S:21][C:22]([C:26]([O:28][CH2:29][CH3:30])=[O:27])=[C:23]([CH3:25])[N:24]=1.C(=O)(O)[O-].[Na+].O, predict the reaction product. The product is: [Cl:2][C:3]1[C:7]([Cl:8])=[C:6]([CH3:9])[NH:5][C:4]=1[C:10]([NH:12][CH:13]1[CH2:18][CH2:17][N:16]([C:20]2[S:21][C:22]([C:26]([O:28][CH2:29][CH3:30])=[O:27])=[C:23]([CH3:25])[N:24]=2)[CH2:15][CH2:14]1)=[O:11]. (10) The product is: [CH2:1]([C:8]1[N:12]([C:13]2[CH:18]=[CH:17][CH:16]=[CH:15][C:14]=2[F:19])[N:11]=[N:10][C:9]=1[C:20]([OH:22])=[O:21])[C:2]1[CH:7]=[CH:6][CH:5]=[CH:4][CH:3]=1. Given the reactants [CH2:1]([C:8]1[N:12]([C:13]2[CH:18]=[CH:17][CH:16]=[CH:15][C:14]=2[F:19])[N:11]=[N:10][C:9]=1[C:20]([O:22]C)=[O:21])[C:2]1[CH:7]=[CH:6][CH:5]=[CH:4][CH:3]=1.[OH-].[Na+].O, predict the reaction product.